From a dataset of Reaction yield outcomes from USPTO patents with 853,638 reactions. Predict the reaction yield, written as a fraction of the theoretical maximum amount of product (1.0 means a 100% yield; for example, 0.34 means a 34% yield). (1) The yield is 0.684. The catalyst is CCCCO. The reactants are Cl[C:2]1[N:7]=[C:6]([N:8]([CH3:18])[CH:9]2[CH:13]3[O:14][CH2:15][CH:16]([OH:17])[CH:12]3[O:11][CH2:10]2)[CH:5]=[CH:4][N:3]=1.Cl.[CH3:20][N:21]1[CH:25]=[C:24]([NH2:26])[CH:23]=[N:22]1.C(N(C(C)C)C(C)C)C. The product is [CH3:18][N:8]([C:6]1[CH:5]=[CH:4][N:3]=[C:2]([NH:26][C:24]2[CH:23]=[N:22][N:21]([CH3:20])[CH:25]=2)[N:7]=1)[CH:9]1[CH:13]2[O:14][CH2:15][CH:16]([OH:17])[CH:12]2[O:11][CH2:10]1. (2) The product is [Cl:1][C:2]1[CH:3]=[C:4]([C:8]2[CH:9]=[C:10]([C:11]([F:14])([F:13])[F:12])[N:29]3[N:30]=[CH:31][C:32]([C:33]#[N:34])=[C:28]3[N:27]=2)[CH:5]=[CH:6][CH:7]=1. The yield is 0.460. The reactants are [Cl:1][C:2]1[CH:3]=[C:4]([C:8](=O)[CH2:9][C:10](=O)[C:11]([F:14])([F:13])[F:12])[CH:5]=[CH:6][CH:7]=1.CC(C1C=CC=C(Cl)C=1)=O.[NH2:27][C:28]1[C:32]([C:33]#[N:34])=[CH:31][NH:30][N:29]=1. No catalyst specified. (3) The reactants are [CH3:1][N:2]([CH3:12])[C:3]1[CH:8]=[CH:7][C:6]([CH2:9][CH2:10][OH:11])=[CH:5][CH:4]=1.[CH:13]1[CH:18]=[C:17]([CH2:19][C:20](O)=[O:21])[C:16]([NH:23][C:24]2[C:29]([Cl:30])=[CH:28][CH:27]=[CH:26][C:25]=2[Cl:31])=[CH:15][CH:14]=1.C1(N=C=NC2CCCCC2)CCCCC1.[NH4+].[Cl-]. The catalyst is ClCCl.CN(C)C1C=CN=CC=1. The product is [Cl:30][C:29]1[CH:28]=[CH:27][CH:26]=[C:25]([Cl:31])[C:24]=1[NH:23][C:16]1[CH:15]=[CH:14][CH:13]=[CH:18][C:17]=1[CH2:19][C:20]([O:11][CH2:10][CH2:9][C:6]1[CH:7]=[CH:8][C:3]([N:2]([CH3:1])[CH3:12])=[CH:4][CH:5]=1)=[O:21]. The yield is 0.430.